Dataset: Full USPTO retrosynthesis dataset with 1.9M reactions from patents (1976-2016). Task: Predict the reactants needed to synthesize the given product. (1) Given the product [F:34][C:2]([F:1])([F:33])[O:3][C:4]1[CH:5]=[CH:6][C:7]([C:10]2[O:14][N:13]=[C:12]([C:15]3[CH:23]=[CH:22][C:21]4[NH:20][C:19]5[CH:24]([CH2:27][C:28]([OH:30])=[O:29])[CH2:25][CH2:26][C:18]=5[C:17]=4[CH:16]=3)[N:11]=2)=[CH:8][CH:9]=1, predict the reactants needed to synthesize it. The reactants are: [F:1][C:2]([F:34])([F:33])[O:3][C:4]1[CH:9]=[CH:8][C:7]([C:10]2[O:14][N:13]=[C:12]([C:15]3[CH:23]=[CH:22][C:21]4[NH:20][C:19]5[CH:24]([CH2:27][C:28]([O:30]CC)=[O:29])[CH2:25][CH2:26][C:18]=5[C:17]=4[CH:16]=3)[N:11]=2)=[CH:6][CH:5]=1.C(N(CC)CC)C.[Br-].[Li+]. (2) Given the product [F:59][CH:60]([F:63])[CH2:61][NH:62][C:23]([C:20]1[N:18]2[CH:19]=[C:14]([C:13]3[C:8]([C:6]4[CH:5]=[CH:4][CH:3]=[C:2]([CH3:1])[N:7]=4)=[N:9][CH:10]=[CH:11][CH:12]=3)[CH:15]=[CH:16][C:17]2=[N:22][CH:21]=1)=[O:24], predict the reactants needed to synthesize it. The reactants are: [CH3:1][C:2]1[N:7]=[C:6]([C:8]2[C:13]([C:14]3[CH:15]=[CH:16][C:17]4[N:18]([C:20]([C:23](O)=[O:24])=[CH:21][N:22]=4)[CH:19]=3)=[CH:12][CH:11]=[CH:10][N:9]=2)[CH:5]=[CH:4][CH:3]=1.CN(C(ON1N=NC2C=CC=NC1=2)=[N+](C)C)C.F[P-](F)(F)(F)(F)F.CCN(C(C)C)C(C)C.[F:59][CH:60]([F:63])[CH2:61][NH2:62]. (3) Given the product [C:1]([O:5][C:6](=[O:25])[NH:7][C:8]1[CH:13]=[C:12]([O:14][CH2:15][C:16]([F:18])([F:17])[F:19])[C:11]([C:20]([F:22])([F:23])[F:21])=[CH:10][C:9]=1[NH:24][C:31](=[O:30])[CH2:32][C:33]([C:35]1[CH:40]=[CH:39][N:38]=[C:37]([C:41]#[N:42])[CH:36]=1)=[O:34])([CH3:4])([CH3:2])[CH3:3], predict the reactants needed to synthesize it. The reactants are: [C:1]([O:5][C:6](=[O:25])[NH:7][C:8]1[CH:13]=[C:12]([O:14][CH2:15][C:16]([F:19])([F:18])[F:17])[C:11]([C:20]([F:23])([F:22])[F:21])=[CH:10][C:9]=1[NH2:24])([CH3:4])([CH3:3])[CH3:2].C([O:30][C:31](=O)[CH2:32][C:33]([C:35]1[CH:40]=[CH:39][N:38]=[C:37]([C:41]#[N:42])[CH:36]=1)=[O:34])(C)(C)C.